This data is from NCI-60 drug combinations with 297,098 pairs across 59 cell lines. The task is: Regression. Given two drug SMILES strings and cell line genomic features, predict the synergy score measuring deviation from expected non-interaction effect. (1) Drug 1: CN1CCC(CC1)COC2=C(C=C3C(=C2)N=CN=C3NC4=C(C=C(C=C4)Br)F)OC. Drug 2: C1C(C(OC1N2C=C(C(=O)NC2=O)F)CO)O. Cell line: SW-620. Synergy scores: CSS=47.1, Synergy_ZIP=4.78, Synergy_Bliss=7.23, Synergy_Loewe=-1.98, Synergy_HSA=7.81. (2) Drug 1: C1C(C(OC1N2C=C(C(=O)NC2=O)F)CO)O. Drug 2: CCCCC(=O)OCC(=O)C1(CC(C2=C(C1)C(=C3C(=C2O)C(=O)C4=C(C3=O)C=CC=C4OC)O)OC5CC(C(C(O5)C)O)NC(=O)C(F)(F)F)O. Cell line: NCI-H460. Synergy scores: CSS=62.9, Synergy_ZIP=-7.20, Synergy_Bliss=-12.3, Synergy_Loewe=-14.8, Synergy_HSA=-9.49. (3) Drug 1: CCN(CC)CCCC(C)NC1=C2C=C(C=CC2=NC3=C1C=CC(=C3)Cl)OC. Drug 2: C1CN(P(=O)(OC1)NCCCl)CCCl. Cell line: MOLT-4. Synergy scores: CSS=32.2, Synergy_ZIP=11.0, Synergy_Bliss=13.6, Synergy_Loewe=3.06, Synergy_HSA=3.06. (4) Drug 1: C(CC(=O)O)C(=O)CN.Cl. Drug 2: CS(=O)(=O)OCCCCOS(=O)(=O)C. Cell line: NCI-H460. Synergy scores: CSS=26.4, Synergy_ZIP=-10.9, Synergy_Bliss=-5.26, Synergy_Loewe=-8.24, Synergy_HSA=-3.04. (5) Drug 1: C1=NC2=C(N=C(N=C2N1C3C(C(C(O3)CO)O)O)F)N. Drug 2: CNC(=O)C1=NC=CC(=C1)OC2=CC=C(C=C2)NC(=O)NC3=CC(=C(C=C3)Cl)C(F)(F)F. Cell line: EKVX. Synergy scores: CSS=1.72, Synergy_ZIP=-1.23, Synergy_Bliss=0.840, Synergy_Loewe=-6.32, Synergy_HSA=-2.77. (6) Cell line: COLO 205. Drug 2: CC1C(C(CC(O1)OC2CC(CC3=C2C(=C4C(=C3O)C(=O)C5=C(C4=O)C(=CC=C5)OC)O)(C(=O)C)O)N)O.Cl. Synergy scores: CSS=53.3, Synergy_ZIP=4.67, Synergy_Bliss=6.74, Synergy_Loewe=-8.77, Synergy_HSA=6.36. Drug 1: COC1=C(C=C2C(=C1)N=CN=C2NC3=CC(=C(C=C3)F)Cl)OCCCN4CCOCC4.